Task: Predict the product of the given reaction.. Dataset: Forward reaction prediction with 1.9M reactions from USPTO patents (1976-2016) (1) Given the reactants [F:1][C:2]1[C:29]([NH:30][S:31]([CH2:34][CH2:35][CH3:36])(=[O:33])=[O:32])=[CH:28][CH:27]=[C:26]([F:37])[C:3]=1[C:4]([NH:6][C:7]1[CH:8]=[C:9]2[CH:15]=[C:14]([CH3:16])[N:13](S(C3C=CC=CC=3)(=O)=O)[C:10]2=[N:11][CH:12]=1)=[O:5].C([O-])([O-])=O.[K+].[K+], predict the reaction product. The product is: [F:1][C:2]1[C:29]([NH:30][S:31]([CH2:34][CH2:35][CH3:36])(=[O:32])=[O:33])=[CH:28][CH:27]=[C:26]([F:37])[C:3]=1[C:4]([NH:6][C:7]1[CH:8]=[C:9]2[CH:15]=[C:14]([CH3:16])[NH:13][C:10]2=[N:11][CH:12]=1)=[O:5]. (2) Given the reactants [CH3:1][O:2][C:3]1[CH:12]=[C:11]2[C:6]([C:7](=O)[NH:8][CH:9]=[N:10]2)=[C:5]([O:14][CH:15]2[CH2:20][CH2:19][O:18][CH2:17][CH2:16]2)[CH:4]=1.[Cl:21][C:22]1[CH:23]=[C:24]([CH:26]=[CH:27][C:28]=1[F:29])[NH2:25], predict the reaction product. The product is: [Cl:21][C:22]1[CH:23]=[C:24]([CH:26]=[CH:27][C:28]=1[F:29])[NH:25][C:7]1[C:6]2[C:11](=[CH:12][C:3]([O:2][CH3:1])=[CH:4][C:5]=2[O:14][CH:15]2[CH2:20][CH2:19][O:18][CH2:17][CH2:16]2)[N:10]=[CH:9][N:8]=1. (3) Given the reactants [Cl-].[CH2:2]([Al+:6][CH2:7][CH:8]([CH3:10])[CH3:9])[CH:3]([CH3:5])[CH3:4].[CH3:11][N:12]([CH3:24])[C:13]1[CH:14]=[CH:15][CH:16]=[C:17]2[C:22]=1[C:21]([Li])=[CH:20][CH:19]=[CH:18]2, predict the reaction product. The product is: [CH3:11][N:12]([CH3:24])[C:13]1[CH:14]=[CH:15][CH:16]=[C:17]2[C:22]=1[C:21]([Al:6]([CH2:7][CH:8]([CH3:10])[CH3:9])[CH2:2][CH:3]([CH3:5])[CH3:4])=[CH:20][CH:19]=[CH:18]2. (4) Given the reactants [Br:1][C:2]1[CH:3]=[C:4](/[CH:15]=[CH:16]/C(N=[N+]=[N-])=O)[N:5]([CH2:7][O:8][CH2:9][CH2:10][Si:11]([CH3:14])([CH3:13])[CH3:12])[CH:6]=1.C([N:26]([CH2:31]CCC)CCCC)CCC.C1([O:41]C2C=CC=CC=2)C=CC=CC=1, predict the reaction product. The product is: [Br:1][C:2]1[C:3]2[C:31](=[O:41])[NH:26][CH:16]=[CH:15][C:4]=2[N:5]([CH2:7][O:8][CH2:9][CH2:10][Si:11]([CH3:12])([CH3:13])[CH3:14])[CH:6]=1. (5) The product is: [CH:1]1([CH2:7][NH:8][C:17](=[O:18])[O:19][CH2:20][CH3:21])[CH2:6][CH2:5][CH:4]=[CH:3][CH2:2]1. Given the reactants [CH:1]1([CH2:7][NH2:8])[CH2:6][CH2:5][CH:4]=[CH:3][CH2:2]1.C(N(CC)CC)C.Cl[C:17]([O:19][CH2:20][CH3:21])=[O:18], predict the reaction product. (6) Given the reactants [I-].[CH3:2][C:3]1[CH:8]=[CH:7][CH:6]=[C:5]([CH3:9])[C:4]=1[CH2:10][NH:11][C:12]1[C:13]2[N:14]([C:26]([CH2:30][N+](C)(C)C)=[C:27]([CH3:29])[N:28]=2)[CH:15]=[C:16]([N:18]2[CH:23]=[CH:22][C:21]([CH3:24])=[CH:20][C:19]2=[O:25])[CH:17]=1.O.[ClH:36].C([O:39]CC)C, predict the reaction product. The product is: [ClH:36].[CH3:9][C:5]1[CH:6]=[CH:7][CH:8]=[C:3]([CH3:2])[C:4]=1[CH2:10][NH:11][C:12]1[C:13]2[N:14]([C:26]([CH2:30][OH:39])=[C:27]([CH3:29])[N:28]=2)[CH:15]=[C:16]([N:18]2[CH:23]=[CH:22][C:21]([CH3:24])=[CH:20][C:19]2=[O:25])[CH:17]=1.